From a dataset of Reaction yield outcomes from USPTO patents with 853,638 reactions. Predict the reaction yield, written as a fraction of the theoretical maximum amount of product (1.0 means a 100% yield; for example, 0.34 means a 34% yield). (1) The reactants are [C:1]([O:5][C:6](=[O:27])[N:7]([C:9]1[CH:14]=[CH:13][CH:12]=[C:11]([CH2:15][CH2:16][O:17][C:18]2[CH:19]=[C:20]3[C:24](=[CH:25][CH:26]=2)[NH:23][CH:22]=[CH:21]3)[N:10]=1)[CH3:8])([CH3:4])([CH3:3])[CH3:2].[CH2:28]([O:30][C:31](=[O:40])[C:32]#[C:33][C:34]1[CH:39]=[CH:38][CH:37]=[CH:36][CH:35]=1)[CH3:29]. No catalyst specified. The product is [CH2:28]([O:30][C:31](=[O:40])[CH:32]=[C:33]([N:23]1[C:24]2[C:20](=[CH:19][C:18]([O:17][CH2:16][CH2:15][C:11]3[CH:12]=[CH:13][CH:14]=[C:9]([N:7]([C:6]([O:5][C:1]([CH3:4])([CH3:2])[CH3:3])=[O:27])[CH3:8])[N:10]=3)=[CH:26][CH:25]=2)[CH:21]=[CH:22]1)[C:34]1[CH:39]=[CH:38][CH:37]=[CH:36][CH:35]=1)[CH3:29]. The yield is 0.810. (2) The reactants are Cl.[CH2:2]([NH2:4])[CH3:3].C([O-])([O-])=O.[K+].[K+].Br[C:12]1[C:13](=[O:23])[C:14]2[C:19]([C:20](=[O:22])[CH:21]=1)=[CH:18][CH:17]=[CH:16][CH:15]=2. The catalyst is O.CCO. The product is [CH2:2]([NH:4][C:21]1[C:20](=[O:22])[C:19]2[C:14]([C:13](=[O:23])[CH:12]=1)=[CH:15][CH:16]=[CH:17][CH:18]=2)[CH3:3]. The yield is 0.590. (3) The reactants are [CH3:1][O:2][C:3]1[CH:4]=[C:5]2[C:10](=[CH:11][C:12]=1[O:13][CH3:14])[N:9]=[CH:8][CH:7]=[C:6]2[O:15][C:16]1[CH:22]=[CH:21][C:19]([NH2:20])=[C:18]([F:23])[CH:17]=1.ClC(Cl)(O[C:28](=[O:34])OC(Cl)(Cl)Cl)Cl.[C:36]1([NH:42][NH2:43])[CH:41]=[CH:40][CH:39]=[CH:38][CH:37]=1.C(=O)(O)[O-].[Na+]. The catalyst is C(Cl)Cl.C(N(CC)CC)C.C1(C)C=CC=CC=1. The product is [CH3:1][O:2][C:3]1[CH:4]=[C:5]2[C:10](=[CH:11][C:12]=1[O:13][CH3:14])[N:9]=[CH:8][CH:7]=[C:6]2[O:15][C:16]1[CH:22]=[CH:21][C:19]([NH:20][C:28]([NH:43][NH:42][C:36]2[CH:41]=[CH:40][CH:39]=[CH:38][CH:37]=2)=[O:34])=[C:18]([F:23])[CH:17]=1. The yield is 0.660. (4) The reactants are C(O/[CH:4]=[C:5](\[C:13]1[CH:18]=[CH:17][C:16]([F:19])=[CH:15][CH:14]=1)/[C:6](=[O:12])[C:7]([O:9][CH2:10][CH3:11])=[O:8])C.Cl.[NH2:21]O. The catalyst is C(O)C. The product is [F:19][C:16]1[CH:17]=[CH:18][C:13]([C:5]2[CH:4]=[N:21][O:12][C:6]=2[C:7]([O:9][CH2:10][CH3:11])=[O:8])=[CH:14][CH:15]=1. The yield is 0.260. (5) The reactants are C([O:4][C:5]1[CH:10]=[CH:9][C:8]([O:11][CH2:12][CH2:13][O:14][CH2:15][CH2:16][O:17][CH2:18][CH2:19][O:20][CH2:21][CH2:22][CH2:23][CH2:24][CH2:25][CH2:26][CH2:27][CH2:28][CH2:29][CH:30]=[CH2:31])=[CH:7][CH:6]=1)(=O)C.C(O)(=O)C.NN. The catalyst is CO. The product is [CH2:21]([O:20][CH2:19][CH2:18][O:17][CH2:16][CH2:15][O:14][CH2:13][CH2:12][O:11][C:8]1[CH:9]=[CH:10][C:5]([OH:4])=[CH:6][CH:7]=1)[CH2:22][CH2:23][CH2:24][CH2:25][CH2:26][CH2:27][CH2:28][CH2:29][CH:30]=[CH2:31]. The yield is 0.830. (6) The yield is 0.600. The reactants are [CH2:1]([C:3]1[CH:8]=[CH:7][CH:6]=[CH:5][C:4]=1[OH:9])[CH3:2].F[B-](F)(F)F.[O:15]=[N+:16]=[O:17]. The catalyst is C(#N)C. The product is [CH2:1]([C:3]1[CH:8]=[CH:7][CH:6]=[C:5]([N+:16]([O-:17])=[O:15])[C:4]=1[OH:9])[CH3:2]. (7) The reactants are [CH3:1][N:2]([CH2:6][CH2:7]Cl)[CH2:3][CH2:4]Cl.Cl.[F:10][C:11]1[CH:16]=[CH:15][C:14]([CH2:17][C:18]#[N:19])=[CH:13][CH:12]=1.[H-].[Na+]. The catalyst is CN(C=O)C. The product is [CH3:1][N:2]1[CH2:6][CH2:7][C:17]([C:14]2[CH:15]=[CH:16][C:11]([F:10])=[CH:12][CH:13]=2)([C:18]#[N:19])[CH2:4][CH2:3]1. The yield is 0.820. (8) The reactants are [F:1][C:2]([F:13])([F:12])[C:3]1[CH:8]=[CH:7][C:6](B(O)O)=[CH:5][CH:4]=1.[C:14]([O:18][C:19]([N:21]1[CH2:30][CH2:29][C:28]2[C:23](=[CH:24][C:25](Br)=[CH:26][CH:27]=2)[CH2:22]1)=[O:20])([CH3:17])([CH3:16])[CH3:15].C(=O)([O-])[O-].[K+].[K+]. The catalyst is C1(C)C=CC=CC=1.C(O)C.O.Cl[Pd]Cl. The product is [F:1][C:2]([F:13])([F:12])[C:3]1[CH:8]=[CH:7][C:6]([C:25]2[CH:24]=[C:23]3[C:28]([CH2:29][CH2:30][N:21]([C:19]([O:18][C:14]([CH3:17])([CH3:16])[CH3:15])=[O:20])[CH2:22]3)=[CH:27][CH:26]=2)=[CH:5][CH:4]=1. The yield is 0.920. (9) The yield is 0.730. The reactants are C1(P([C:14]2[CH:19]=CC=CC=2)C2C=CC=CC=2)C=CC=CC=1.C(Cl)Cl.[Br:23]Br.[N+](C[CH:29]([CH2:34][CH:35]([CH3:37])[CH3:36])[CH2:30][C:31]([OH:33])=[O:32])([O-])=O. The product is [CH3:37][CH:35]([CH3:36])[CH2:34][CH:29]([Br:23])[CH2:30][C:31]([O:33][CH2:19][CH3:14])=[O:32]. The catalyst is CCCCCC.C(OCC)(=O)C.O.